This data is from Reaction yield outcomes from USPTO patents with 853,638 reactions. The task is: Predict the reaction yield, written as a fraction of the theoretical maximum amount of product (1.0 means a 100% yield; for example, 0.34 means a 34% yield). (1) The reactants are Cl[C:2]1[N:7]=[C:6]([N:8]2[CH2:12][CH2:11][CH2:10][C@H:9]2[C:13]2[O:17][N:16]=[C:15]([C:18]3[N:23]=[CH:22][CH:21]=[CH:20][N:19]=3)[CH:14]=2)[N:5]=[C:4]([NH:24][C:25]2[CH:29]=[C:28]([CH3:30])[NH:27][N:26]=2)[CH:3]=1.[CH3:31][O-:32].[Na+]. The catalyst is CO. The product is [CH3:31][O:32][C:2]1[N:7]=[C:6]([N:8]2[CH2:12][CH2:11][CH2:10][C@H:9]2[C:13]2[O:17][N:16]=[C:15]([C:18]3[N:23]=[CH:22][CH:21]=[CH:20][N:19]=3)[CH:14]=2)[N:5]=[C:4]([NH:24][C:25]2[CH:29]=[C:28]([CH3:30])[NH:27][N:26]=2)[CH:3]=1. The yield is 0.320. (2) The reactants are [C:1]([C:4]1[CH:5]=[N:6][C:7]2[C:12]([C:13]=1[NH:14][C:15]1[CH:16]=[CH:17][C:18]([N:21]3[CH2:26][CH2:25][CH2:24][CH:23]([NH:27]C(=O)OC(C)(C)C)[CH2:22]3)=[N:19][CH:20]=1)=[CH:11][C:10]([C:35]1[CH:40]=[C:39]([F:41])[C:38]([OH:42])=[C:37]([Cl:43])[CH:36]=1)=[CH:9][CH:8]=2)(=[O:3])[CH3:2].Cl. The catalyst is ClCCl.C(OCC)C. The product is [NH2:27][CH:23]1[CH2:24][CH2:25][CH2:26][N:21]([C:18]2[N:19]=[CH:20][C:15]([NH:14][C:13]3[C:12]4[C:7](=[CH:8][CH:9]=[C:10]([C:35]5[CH:40]=[C:39]([F:41])[C:38]([OH:42])=[C:37]([Cl:43])[CH:36]=5)[CH:11]=4)[N:6]=[CH:5][C:4]=3[C:1](=[O:3])[CH3:2])=[CH:16][CH:17]=2)[CH2:22]1. The yield is 0.450. (3) The reactants are FC(F)(F)C([NH:5][C@@H:6]1[C:15]2[C:10](=[CH:11][CH:12]=[CH:13][CH:14]=2)[C@@H:9]([OH:16])[CH2:8][CH2:7]1)=O.[OH-].[Na+]. The catalyst is CO.O.C(Cl)Cl. The product is [NH2:5][C@@H:6]1[C:15]2[C:10](=[CH:11][CH:12]=[CH:13][CH:14]=2)[C@@H:9]([OH:16])[CH2:8][CH2:7]1. The yield is 0.840. (4) The reactants are Cl[C:2]1[N:7]=[C:6]([N:8]2[CH2:13][CH2:12][O:11][CH2:10][C@@H:9]2[CH3:14])[N:5]=[C:4]([N:15]2[CH2:20][CH2:19][O:18][CH2:17][CH2:16]2)[N:3]=1.C(=O)([O-])[O-].[Na+].[Na+].[NH2:27][C:28]1[CH:33]=[CH:32][C:31](B2OC(C)(C)C(C)(C)O2)=[CH:30][CH:29]=1. The catalyst is COCCOC.C1(P(C2C=CC=CC=2)C2C=CC=CC=2)C=CC=CC=1.[Pd].[Pd].[Pd].[Pd]. The product is [CH3:14][C@H:9]1[CH2:10][O:11][CH2:12][CH2:13][N:8]1[C:6]1[N:5]=[C:4]([N:15]2[CH2:20][CH2:19][O:18][CH2:17][CH2:16]2)[N:3]=[C:2]([C:31]2[CH:32]=[CH:33][C:28]([NH2:27])=[CH:29][CH:30]=2)[N:7]=1. The yield is 0.710. (5) The reactants are [Li+].CC([N-]C(C)C)C.[CH2:9]1[CH2:13][O:12][CH2:11][CH2:10]1.[Se:14]1[CH:18]=[CH:17][CH:16]=[C:15]1[C:19]1[Se:20][C:21]([C:24]2[Se:25]C=CC=2)=[CH:22][CH:23]=1.CN(C=O)C. The yield is 0.750. The catalyst is C(OCC)(=O)C. The product is [CH:11]([C:10]1[Se:25][C:24]([C:21]2[Se:20][C:19]([C:15]3[Se:14][CH:18]=[CH:17][CH:16]=3)=[CH:23][CH:22]=2)=[CH:13][CH:9]=1)=[O:12].